Task: Regression/Classification. Given a drug SMILES string, predict its toxicity properties. Task type varies by dataset: regression for continuous values (e.g., LD50, hERG inhibition percentage) or binary classification for toxic/non-toxic outcomes (e.g., AMES mutagenicity, cardiotoxicity, hepatotoxicity). Dataset: ld50_zhu.. Dataset: Acute oral toxicity (LD50) regression data from Zhu et al. (1) The drug is CCN(Cc1ccc(Cl)nc1)C(=C[N+](=O)[O-])NC. The rat oral LD50 is 2.23, given as -log10 of the dose in mol/kg body weight (higher means more acutely toxic). (2) The compound is CN(N=O)c1ccc(N=O)cc1. The rat oral LD50 is 2.08, given as -log10 of the dose in mol/kg body weight (higher means more acutely toxic).